This data is from Forward reaction prediction with 1.9M reactions from USPTO patents (1976-2016). The task is: Predict the product of the given reaction. (1) Given the reactants [ClH:1].[CH2:2]([C:4]1[C:12]2[C:7](=[N:8][C:9]([CH:14]3[CH2:19][CH2:18][NH:17][CH2:16][CH2:15]3)=[N:10][C:11]=2[OH:13])[N:6]([C:20]2[CH:25]=[CH:24][CH:23]=[CH:22][CH:21]=2)[N:5]=1)[CH3:3].C(OC([N:33]1[CH2:37][CH2:36][C:35](=O)[CH2:34]1)=O)(C)(C)C.Cl, predict the reaction product. The product is: [ClH:1].[CH2:2]([C:4]1[C:12]2[C:7](=[N:8][C:9]([CH:14]3[CH2:15][CH2:16][N:17]([CH:35]4[CH2:36][CH2:37][NH:33][CH2:34]4)[CH2:18][CH2:19]3)=[N:10][C:11]=2[OH:13])[N:6]([C:20]2[CH:25]=[CH:24][CH:23]=[CH:22][CH:21]=2)[N:5]=1)[CH3:3]. (2) Given the reactants Cl[C:2]1[N:3]=[C:4]([NH:11][C:12]2[CH:17]=[CH:16][C:15]([O:18][CH3:19])=[C:14]([O:20][CH3:21])[CH:13]=2)[C:5]2[N:10]=[CH:9][S:8][C:6]=2[N:7]=1.[OH:22][CH2:23][C:24]1[CH:25]=[C:26](B(O)O)[CH:27]=[CH:28][CH:29]=1.CC(C1C=C(C(C)C)C(C2C=CC=CC=2P(C2CCCCC2)C2CCCCC2)=C(C(C)C)C=1)C.C([O-])([O-])=O.[Na+].[Na+], predict the reaction product. The product is: [CH3:21][O:20][C:14]1[CH:13]=[C:12]([NH:11][C:4]2[C:5]3[N:10]=[CH:9][S:8][C:6]=3[N:7]=[C:2]([C:28]3[CH:29]=[C:24]([CH2:23][OH:22])[CH:25]=[CH:26][CH:27]=3)[N:3]=2)[CH:17]=[CH:16][C:15]=1[O:18][CH3:19].